This data is from Retrosynthesis with 50K atom-mapped reactions and 10 reaction types from USPTO. The task is: Predict the reactants needed to synthesize the given product. (1) Given the product CN(C)C(=S)Oc1cc(-c2ncc(C(F)(F)F)cc2Cl)ccc1Cl, predict the reactants needed to synthesize it. The reactants are: CN(C)C(=S)Cl.Oc1cc(-c2ncc(C(F)(F)F)cc2Cl)ccc1Cl. (2) Given the product O=C1CSc2ccc(CNC3CCN(CC4CCn5c(=O)cnc6ccc(=O)n4c65)CC3)nc2N1, predict the reactants needed to synthesize it. The reactants are: NC1CCN(CC2CCn3c(=O)cnc4ccc(=O)n2c43)CC1.O=Cc1ccc2c(n1)NC(=O)CS2. (3) Given the product Cc1c(-c2ccccn2)nc2cc(F)cc(F)c2c1Nc1cc(N2CCOCC2)ncc1-c1ccc(C(F)F)cc1, predict the reactants needed to synthesize it. The reactants are: CC1(C)OB(c2ccc(C(F)F)cc2)OC1(C)C.Cc1c(-c2ccccn2)nc2cc(F)cc(F)c2c1Nc1cc(N2CCOCC2)ncc1Br. (4) Given the product COC(=O)CC(=O)CSc1cc(Cl)cc(OC)c1F, predict the reactants needed to synthesize it. The reactants are: COC(=O)CC(=O)CCl.COc1cc(Cl)cc(S)c1F. (5) Given the product CCc1cncc2cccc(O[C@H]3CC[C@H](N)CC3)c12, predict the reactants needed to synthesize it. The reactants are: CCc1cncc2cccc(O[C@H]3CC[C@H](NC(=O)OC(C)(C)C)CC3)c12. (6) The reactants are: CC(=O)Nc1ccc(C=O)cc1[N+](=O)[O-]. Given the product Nc1ccc(C=O)cc1[N+](=O)[O-], predict the reactants needed to synthesize it. (7) The reactants are: CC(C)(C)OC(=O)CBr.O=C1Nc2ccccc2CCC1NC(CCc1ccccc1)C(=O)OCc1ccccc1. Given the product CC(C)(C)OC(=O)CN1C(=O)C(NC(CCc2ccccc2)C(=O)OCc2ccccc2)CCc2ccccc21, predict the reactants needed to synthesize it.